This data is from Catalyst prediction with 721,799 reactions and 888 catalyst types from USPTO. The task is: Predict which catalyst facilitates the given reaction. (1) Reactant: C([O:8][C:9]1[CH:21]=[C:20]2[C:12]([C:13]3[CH:14]=[CH:15][C:16]([NH:22][C:23](=[O:29])[O:24][C:25]([CH3:28])([CH3:27])[CH3:26])=[CH:17][C:18]=3[NH:19]2)=[CH:11][CH:10]=1)C1C=CC=CC=1. Product: [OH:8][C:9]1[CH:21]=[C:20]2[C:12]([C:13]3[CH:14]=[CH:15][C:16]([NH:22][C:23](=[O:29])[O:24][C:25]([CH3:27])([CH3:26])[CH3:28])=[CH:17][C:18]=3[NH:19]2)=[CH:11][CH:10]=1. The catalyst class is: 19. (2) The catalyst class is: 12. Product: [Cl:15][C:12]1[CH:13]=[CH:14][C:9]([NH:8][C:6]2[C:5]([N+:17]([O-:19])=[O:18])=[CH:4][N:3]=[C:2]([NH:31][C:29]3[CH:28]=[N:27][N:26]([CH:23]4[CH2:24][CH2:25][O:20][CH2:21][CH2:22]4)[CH:30]=3)[N:7]=2)=[CH:10][C:11]=1[F:16]. Reactant: Cl[C:2]1[N:7]=[C:6]([NH:8][C:9]2[CH:14]=[CH:13][C:12]([Cl:15])=[C:11]([F:16])[CH:10]=2)[C:5]([N+:17]([O-:19])=[O:18])=[CH:4][N:3]=1.[O:20]1[CH2:25][CH2:24][CH:23]([N:26]2[CH:30]=[C:29]([NH2:31])[CH:28]=[N:27]2)[CH2:22][CH2:21]1.CCN(C(C)C)C(C)C.